The task is: Predict the reactants needed to synthesize the given product.. This data is from Full USPTO retrosynthesis dataset with 1.9M reactions from patents (1976-2016). (1) Given the product [F:13][C:14]1[CH:19]=[C:18]([N+:20]([O-:22])=[O:21])[CH:17]=[C:16]([F:23])[C:15]=1[N:24]1[CH2:29][CH2:11][C:8]2([O:10][CH2:9]2)[CH2:7][CH2:25]1, predict the reactants needed to synthesize it. The reactants are: [I-].C[S+](C)(C)=O.[CH3:7][C:8]([CH3:11])([O-:10])[CH3:9].[K+].[F:13][C:14]1[CH:19]=[C:18]([N+:20]([O-:22])=[O:21])[CH:17]=[C:16]([F:23])[C:15]=1[N:24]1[CH2:29]CC(=O)C[CH2:25]1. (2) The reactants are: ClC(Cl)(O[C:5](=[O:11])OC(Cl)(Cl)Cl)Cl.[CH3:13][O:14][C:15]1[CH:20]=[CH:19][C:18]([C:21]2[N:22]=[C:23]([CH:34]3[CH2:39][CH2:38][NH:37][CH2:36][CH2:35]3)[O:24][C:25]=2[C:26]2[CH:31]=[CH:30][C:29]([O:32][CH3:33])=[CH:28][CH:27]=2)=[CH:17][CH:16]=1.C(N(CC)CC)C.Cl.[CH:48]([NH:51][OH:52])([CH3:50])[CH3:49].[Cl-].[NH4+]. Given the product [CH3:13][O:14][C:15]1[CH:20]=[CH:19][C:18]([C:21]2[N:22]=[C:23]([CH:34]3[CH2:39][CH2:38][N:37]([C:5](=[O:11])[N:51]([CH:48]([CH3:50])[CH3:49])[OH:52])[CH2:36][CH2:35]3)[O:24][C:25]=2[C:26]2[CH:31]=[CH:30][C:29]([O:32][CH3:33])=[CH:28][CH:27]=2)=[CH:17][CH:16]=1, predict the reactants needed to synthesize it. (3) Given the product [CH2:1]([O:3][C:4](=[O:22])[C:5]([CH3:6])([O:8][C:9]1[CH:14]=[CH:13][C:12]([O:15][CH:16]([C:18](=[O:20])[NH:30][C:29]2[C:24]([CH3:23])=[N:25][C:26]([C:31]3[CH:32]=[CH:33][C:34]([C:37]([F:40])([F:38])[F:39])=[CH:35][CH:36]=3)=[CH:27][CH:28]=2)[CH3:17])=[CH:11][C:10]=1[CH3:21])[CH3:7])[CH3:2], predict the reactants needed to synthesize it. The reactants are: [CH2:1]([O:3][C:4](=[O:22])[C:5]([O:8][C:9]1[CH:14]=[CH:13][C:12]([O:15][CH:16]([C:18]([OH:20])=O)[CH3:17])=[CH:11][C:10]=1[CH3:21])([CH3:7])[CH3:6])[CH3:2].[CH3:23][C:24]1[C:29]([NH2:30])=[CH:28][CH:27]=[C:26]([C:31]2[CH:36]=[CH:35][C:34]([C:37]([F:40])([F:39])[F:38])=[CH:33][CH:32]=2)[N:25]=1.